From a dataset of Reaction yield outcomes from USPTO patents with 853,638 reactions. Predict the reaction yield, written as a fraction of the theoretical maximum amount of product (1.0 means a 100% yield; for example, 0.34 means a 34% yield). The reactants are [CH3:1][O:2][C:3]1[C:11]([C:12]#[N:13])=[C:6]2[N:7]=[CH:8][CH:9]=[CH:10][N:5]2[N:4]=1.N. The catalyst is CO.[Ni]. The product is [CH3:1][O:2][C:3]1[C:11]([CH2:12][NH2:13])=[C:6]2[N:7]=[CH:8][CH:9]=[CH:10][N:5]2[N:4]=1. The yield is 0.870.